Dataset: Catalyst prediction with 721,799 reactions and 888 catalyst types from USPTO. Task: Predict which catalyst facilitates the given reaction. (1) Product: [CH2:37]([S:34]([NH:4][C:5]([CH:7]1[CH2:8][CH2:9][N:10]([C:13]2[C:23]([C:24]#[N:25])=[CH:22][C:16]([C:17]([O:19][CH2:20][CH3:21])=[O:18])=[C:15]([O:26][CH2:67][CH:66]3[CH2:71][CH2:45][O:65]3)[N:14]=2)[CH2:11][CH2:12]1)=[O:6])(=[O:36])=[O:35])[C:38]1[CH:39]=[CH:40][CH:41]=[CH:42][CH:43]=1. Reactant: C([N:4]([S:34]([CH2:37][C:38]1[CH:43]=[CH:42][CH:41]=[CH:40][CH:39]=1)(=[O:36])=[O:35])[C:5]([CH:7]1[CH2:12][CH2:11][N:10]([C:13]2[C:23]([C:24]#[N:25])=[CH:22][C:16]([C:17]([O:19][CH2:20][CH3:21])=[O:18])=[C:15]([O:26]S(C(F)(F)F)(=O)=O)[N:14]=2)[CH2:9][CH2:8]1)=[O:6])C=C.C[C:45]1(C)[C:71]2[C:66](=[C:67](P(C3C=CC=CC=3)C3C=CC=CC=3)C=CC=2)[O:65]C2C(P(C3C=CC=CC=3)C3C=CC=CC=3)=CC=CC1=2.O1CCC1CO.CCN(C(C)C)C(C)C.C([O-])(O)=O.[Na+]. The catalyst class is: 102. (2) The catalyst class is: 4. Product: [C:1]([O:4][C@H:19]([CH2:18][Cl:8])[CH2:20][NH:15][C:16](=[O:14])[CH3:17])(=[O:3])[CH3:2]. Reactant: [C:1]([O:4]C(=O)C)(=[O:3])[CH3:2].[ClH:8].NC[C@H]([OH:14])CCl.[N:15]1[CH:20]=[CH:19][CH:18]=[CH:17][CH:16]=1. (3) Product: [Cl:22][C:19]1[CH:20]=[CH:21][C:16]([C:8]2[C:7](=[O:23])[N:6]([CH2:5][C:4]([OH:24])=[O:3])[C:10]3([CH2:15][CH2:14][CH2:13][CH2:12][CH2:11]3)[N:9]=2)=[CH:17][CH:18]=1. The catalyst class is: 72. Reactant: C([O:3][C:4](=[O:24])[CH2:5][N:6]1[C:10]2([CH2:15][CH2:14][CH2:13][CH2:12][CH2:11]2)[N:9]=[C:8]([C:16]2[CH:21]=[CH:20][C:19]([Cl:22])=[CH:18][CH:17]=2)[C:7]1=[O:23])C.[OH-].[Na+].